The task is: Predict which catalyst facilitates the given reaction.. This data is from Catalyst prediction with 721,799 reactions and 888 catalyst types from USPTO. (1) Reactant: [OH:1][C:2]1[C:3]([CH3:12])=[N:4][C:5]2[C:10]([CH:11]=1)=[CH:9][N:8]=[CH:7][CH:6]=2.[CH2:13]([O:20][C:21]1[CH:30]=[C:29]2[C:24]([C:25](Cl)=[CH:26][CH:27]=[N:28]2)=[CH:23][C:22]=1[O:32][CH3:33])[C:14]1[CH:19]=[CH:18][CH:17]=[CH:16][CH:15]=1.O. Product: [CH2:13]([O:20][C:21]1[CH:30]=[C:29]2[C:24]([C:25]([O:1][C:2]3[C:3]([CH3:12])=[N:4][C:5]4[C:10]([CH:11]=3)=[CH:9][N:8]=[CH:7][CH:6]=4)=[CH:26][CH:27]=[N:28]2)=[CH:23][C:22]=1[O:32][CH3:33])[C:14]1[CH:15]=[CH:16][CH:17]=[CH:18][CH:19]=1. The catalyst class is: 420. (2) Reactant: [Cl:1][C:2]1[N:10]=[C:9]2[C:5]([N:6]=[CH:7][N:8]2C2CCCCO2)=[C:4]([NH:17][CH:18]([C:20]2[N:21]([C:32]3[CH:37]=[CH:36][CH:35]=[CH:34][CH:33]=3)[C:22](=[O:31])[C:23]3[C:28]([CH:29]=2)=[CH:27][CH:26]=[CH:25][C:24]=3[CH3:30])[CH3:19])[N:3]=1.C([O-])(O)=O.[Na+].[Cl:43][C:44]1[N:52]=[C:51]2[C:47]([N:48]=[CH:49][NH:50]2)=[C:46]([NH:53][C@H:54]([C:56]2[N:57]([C:68]3[CH:73]=[CH:72][CH:71]=[CH:70][CH:69]=3)[C:58](=[O:67])[C:59]3[C:64]([CH:65]=2)=[CH:63][CH:62]=[CH:61][C:60]=3[CH3:66])[CH3:55])[N:45]=1. Product: [Cl:1][C:2]1[N:10]=[C:9]2[C:5]([N:6]=[CH:7][NH:8]2)=[C:4]([NH:17][C@H:18]([C:20]2[N:21]([C:32]3[CH:37]=[CH:36][CH:35]=[CH:34][CH:33]=3)[C:22](=[O:31])[C:23]3[C:28]([CH:29]=2)=[CH:27][CH:26]=[CH:25][C:24]=3[CH3:30])[CH3:19])[N:3]=1.[Cl:43][C:44]1[N:52]=[C:51]2[C:47]([N:48]=[CH:49][NH:50]2)=[C:46]([NH:53][CH:54]([C:56]2[N:57]([C:68]3[CH:73]=[CH:72][CH:71]=[CH:70][CH:69]=3)[C:58](=[O:67])[C:59]3[C:64]([CH:65]=2)=[CH:63][CH:62]=[CH:61][C:60]=3[CH3:66])[CH3:55])[N:45]=1. The catalyst class is: 422. (3) Reactant: [S:1]1[CH:5]=[CH:4][N:3]=[C:2]1[C:6]1[N:7]=[C:8]2[C:14]3[CH:15]=[CH:16][CH:17]=[CH:18][C:13]=3[NH:12][C:11]3[N:19]=[CH:20][CH:21]=[CH:22][C:10]=3[N:9]2[C:23]=1[C:24]1[CH:29]=[CH:28][C:27]([C:30]2([NH:34]C(=O)OC(C)(C)C)[CH2:33][CH2:32][CH2:31]2)=[CH:26][CH:25]=1.Cl.O1CCOCC1. Product: [S:1]1[CH:5]=[CH:4][N:3]=[C:2]1[C:6]1[N:7]=[C:8]2[C:14]3[CH:15]=[CH:16][CH:17]=[CH:18][C:13]=3[NH:12][C:11]3[N:19]=[CH:20][CH:21]=[CH:22][C:10]=3[N:9]2[C:23]=1[C:24]1[CH:29]=[CH:28][C:27]([C:30]2([NH2:34])[CH2:33][CH2:32][CH2:31]2)=[CH:26][CH:25]=1. The catalyst class is: 268. (4) Reactant: Br[CH2:2][C:3]1[N:7]([CH3:8])[N:6]=[C:5]([N+:9]([O-:11])=[O:10])[CH:4]=1.C1COCC1.[NH:17]1[CH2:20][CH2:19][CH2:18]1.CCN(C(C)C)C(C)C. Product: [N:17]1([CH2:2][C:3]2[N:7]([CH3:8])[N:6]=[C:5]([N+:9]([O-:11])=[O:10])[CH:4]=2)[CH2:20][CH2:19][CH2:18]1. The catalyst class is: 25. (5) Reactant: [F:1][C:2]1[C:31]([N:32]2[CH2:37][CH2:36][N:35]([CH3:38])[CH2:34][CH2:33]2)=[CH:30][C:5]2[NH:6][C:7]([C:9]3[C:13]([NH:14][C:15](=[O:23])[N:16]([CH:20]([CH3:22])[CH3:21])[CH:17]([CH3:19])[CH3:18])=[CH:12][N:11](C4CCCCO4)[N:10]=3)=[N:8][C:4]=2[CH:3]=1.Cl. Product: [F:1][C:2]1[C:31]([N:32]2[CH2:37][CH2:36][N:35]([CH3:38])[CH2:34][CH2:33]2)=[CH:30][C:5]2[NH:6][C:7]([C:9]3[C:13]([NH:14][C:15](=[O:23])[N:16]([CH:20]([CH3:22])[CH3:21])[CH:17]([CH3:19])[CH3:18])=[CH:12][NH:11][N:10]=3)=[N:8][C:4]=2[CH:3]=1. The catalyst class is: 12. (6) Reactant: [O:1]=[C:2]1[C@@H:5]([NH3+:6])[CH2:4][O:3]1.C1(C)C=CC(S([O-])(=O)=O)=CC=1.CCN(CC)CC.[C:25]1([CH2:31][CH2:32][C:33](Cl)=[O:34])[CH:30]=[CH:29][CH:28]=[CH:27][CH:26]=1.CO. Product: [O:1]=[C:2]1[C@@H:5]([NH:6][C:33](=[O:34])[CH2:32][CH2:31][C:25]2[CH:30]=[CH:29][CH:28]=[CH:27][CH:26]=2)[CH2:4][O:3]1. The catalyst class is: 2. (7) Reactant: [C:1]1([C:7]([C:42]2[CH:47]=[CH:46][CH:45]=[CH:44][CH:43]=2)([C:36]2[CH:41]=[CH:40][CH:39]=[CH:38][CH:37]=2)[N:8]2[CH:12]=[C:11]([CH:13]3[CH2:15][C:14]3([CH2:17][O:18][Si](C(C)(C)C)(C3C=CC=CC=3)C3C=CC=CC=3)[CH3:16])[N:10]=[CH:9]2)[CH:6]=[CH:5][CH:4]=[CH:3][CH:2]=1.[F-].C([NH3+])CCC. Product: [C:42]1([C:7]([C:1]2[CH:6]=[CH:5][CH:4]=[CH:3][CH:2]=2)([C:36]2[CH:37]=[CH:38][CH:39]=[CH:40][CH:41]=2)[N:8]2[CH:12]=[C:11]([CH:13]3[CH2:15][C:14]3([CH2:17][OH:18])[CH3:16])[N:10]=[CH:9]2)[CH:47]=[CH:46][CH:45]=[CH:44][CH:43]=1. The catalyst class is: 20.